Dataset: Full USPTO retrosynthesis dataset with 1.9M reactions from patents (1976-2016). Task: Predict the reactants needed to synthesize the given product. (1) Given the product [Na:15][Na:20].[OH:24][CH:25]([S:16]([O-:19])(=[O:18])=[O:17])[C:26]([OH:28])=[O:27], predict the reactants needed to synthesize it. The reactants are: P(O)(O)(O)=O.C(OCCO)(=O)C=C.[OH-].[Na+:15].[S:16]([O-:19])([O-:18])=[O:17].[Na+:20].[Na+].[Na][Na].[OH:24][CH:25](S([O-])=O)[C:26]([OH:28])=[O:27].SCCC(O)=O.O.O.O.O.O.O.O.S(O)(O)(=O)=O. (2) Given the product [F:23][C:7]1[C:8]2[N:9]([CH:20]=[N:21][CH:22]=2)[C:10]([NH:11][C:12]2[CH:17]=[CH:16][C:15]([I:18])=[CH:14][C:13]=2[F:19])=[C:5]([C:3]([OH:4])=[O:2])[CH:6]=1, predict the reactants needed to synthesize it. The reactants are: C[O:2][C:3]([C:5]1[CH:6]=[C:7]([F:23])[C:8]2[N:9]([CH:20]=[N:21][CH:22]=2)[C:10]=1[NH:11][C:12]1[CH:17]=[CH:16][C:15]([I:18])=[CH:14][C:13]=1[F:19])=[O:4].[OH-].[Na+]. (3) Given the product [CH:15]1([NH:20][S:2]([C:5]2[CH:6]=[CH:7][C:8]([F:14])=[C:9]([CH:13]=2)[C:10]([OH:12])=[O:11])(=[O:4])=[O:3])[CH2:19][CH2:18][CH2:17][CH2:16]1, predict the reactants needed to synthesize it. The reactants are: Cl[S:2]([C:5]1[CH:6]=[CH:7][C:8]([F:14])=[C:9]([CH:13]=1)[C:10]([OH:12])=[O:11])(=[O:4])=[O:3].[CH:15]1([NH2:20])[CH2:19][CH2:18][CH2:17][CH2:16]1.C(N(C(C)C)CC)(C)C. (4) Given the product [N:1]12[CH2:6][CH2:5][CH:4]([CH2:7][CH2:8]1)[C@@H:3]([NH:9][C:10]([C:12]1[S:13][C:14]([C:17]3[CH:22]=[CH:21][CH:20]=[C:19]([OH:23])[CH:18]=3)=[CH:15][CH:16]=1)=[O:11])[CH2:2]2, predict the reactants needed to synthesize it. The reactants are: [N:1]12[CH2:8][CH2:7][CH:4]([CH2:5][CH2:6]1)[C@@H:3]([NH:9][C:10]([C:12]1[S:13][C:14]([C:17]3[CH:22]=[CH:21][CH:20]=[C:19]([O:23]C)[CH:18]=3)=[CH:15][CH:16]=1)=[O:11])[CH2:2]2.Br.C(=O)([O-])[O-].[Na+].[Na+].Cl. (5) Given the product [F:12][C:4]1[CH:5]=[C:6]([C:14]2[CH:15]=[C:16]([O:30][CH2:31][C@@H:32]3[CH2:36][CH2:35][NH:34][CH2:33]3)[C:17]3[N:18]([CH:27]=[N:28][N:29]=3)[C:19]=2[C:20]2[CH:21]=[CH:22][C:23]([CH3:26])=[CH:24][CH:25]=2)[CH:7]=[CH:8][C:3]=1[C:1]#[N:2], predict the reactants needed to synthesize it. The reactants are: [C:1]([C:3]1[CH:8]=[CH:7][C:6](B(O)O)=[CH:5][C:4]=1[F:12])#[N:2].Cl[C:14]1[CH:15]=[C:16]([O:30][CH2:31][C@@H:32]2[CH2:36][CH2:35][N:34](C(OC(C)(C)C)=O)[CH2:33]2)[C:17]2[N:18]([CH:27]=[N:28][N:29]=2)[C:19]=1[C:20]1[CH:25]=[CH:24][C:23]([CH3:26])=[CH:22][CH:21]=1.C(=O)([O-])[O-].[Na+].[Na+].FC(F)(F)C(O)=O. (6) Given the product [CH3:6][C:7]([CH2:3][CH:2]=[CH2:1])([C:11]1[CH:12]=[C:13]([C:21]([F:22])([F:23])[F:24])[CH:14]=[C:15]([C:17]([F:18])([F:19])[F:20])[CH:16]=1)[C:8]([OH:10])=[O:9], predict the reactants needed to synthesize it. The reactants are: [CH2:1]([Li])[CH2:2][CH2:3]C.[CH3:6][CH:7]([C:11]1[CH:16]=[C:15]([C:17]([F:20])([F:19])[F:18])[CH:14]=[C:13]([C:21]([F:24])([F:23])[F:22])[CH:12]=1)[C:8]([OH:10])=[O:9].BrCC=C.S(=O)(O)[O-].[Na+]. (7) Given the product [F:42][C:38]1[CH:39]=[CH:40][CH:41]=[C:2]([F:1])[C:3]=1[C:4]([NH:6][C:7]1[C:8]([C:21]2[NH:22][C:23]([CH2:34][CH:35]([CH3:37])[CH3:36])=[C:24]([C:26]([N:28]3[CH2:33][CH2:32][O:31][CH2:30][CH2:29]3)=[O:27])[N:25]=2)=[N:9][NH:10][CH:11]=1)=[O:5], predict the reactants needed to synthesize it. The reactants are: [F:1][C:2]1[CH:41]=[CH:40][CH:39]=[C:38]([F:42])[C:3]=1[C:4]([NH:6][C:7]1[C:8]([C:21]2[NH:22][C:23]([CH2:34][CH:35]([CH3:37])[CH3:36])=[C:24]([C:26]([N:28]3[CH2:33][CH2:32][O:31][CH2:30][CH2:29]3)=[O:27])[N:25]=2)=[N:9][N:10](CC2C=CC(OC)=CC=2)[CH:11]=1)=[O:5].C1(OC)C=CC=CC=1.